This data is from Forward reaction prediction with 1.9M reactions from USPTO patents (1976-2016). The task is: Predict the product of the given reaction. (1) Given the reactants Cl[C:2]1[C:7]2[C:8]([O:30][CH3:31])=[N:9][N:10]([C:11]([C:24]3[CH:29]=[CH:28][CH:27]=[CH:26][CH:25]=3)([C:18]3[CH:23]=[CH:22][CH:21]=[CH:20][CH:19]=3)[C:12]3[CH:17]=[CH:16][CH:15]=[CH:14][CH:13]=3)[C:6]=2[CH:5]=[C:4]([Cl:32])[N:3]=1.[CH3:33][O-:34].[Na+], predict the reaction product. The product is: [Cl:32][C:4]1[N:3]=[C:2]([O:34][CH3:33])[C:7]2[C:8]([O:30][CH3:31])=[N:9][N:10]([C:11]([C:18]3[CH:19]=[CH:20][CH:21]=[CH:22][CH:23]=3)([C:24]3[CH:29]=[CH:28][CH:27]=[CH:26][CH:25]=3)[C:12]3[CH:13]=[CH:14][CH:15]=[CH:16][CH:17]=3)[C:6]=2[CH:5]=1. (2) Given the reactants Br[C:2]1[CH:24]=[C:23]([F:25])[CH:22]=[CH:21][C:3]=1[O:4][CH2:5][C:6]([N:8]([CH:18]([CH3:20])[CH3:19])[NH:9][C:10](=[O:17])[C:11]1[CH:16]=[CH:15][CH:14]=[CH:13][CH:12]=1)=[O:7].C([O-])([O-])=O.[Na+].[Na+].[CH3:32][C:33]1[C:38]([CH3:39])=[CH:37][CH:36]=[CH:35][C:34]=1B(O)O, predict the reaction product. The product is: [CH3:32][C:33]1[C:38]([CH3:39])=[CH:37][CH:36]=[CH:35][C:34]=1[C:2]1[CH:24]=[C:23]([F:25])[CH:22]=[CH:21][C:3]=1[O:4][CH2:5][C:6]([N:8]([CH:18]([CH3:20])[CH3:19])[NH:9][C:10](=[O:17])[C:11]1[CH:16]=[CH:15][CH:14]=[CH:13][CH:12]=1)=[O:7].